Dataset: Reaction yield outcomes from USPTO patents with 853,638 reactions. Task: Predict the reaction yield, written as a fraction of the theoretical maximum amount of product (1.0 means a 100% yield; for example, 0.34 means a 34% yield). (1) The reactants are [F:1][C:2]1[CH:10]=[C:9]2[C:5]([C:6]([C:20]3[CH:21]=[N:22][N:23]([C@@H:25]4[CH2:28][C@H:27]([C:29](O)=[O:30])[CH2:26]4)[CH:24]=3)=[CH:7][N:8]2[S:11]([C:14]2[CH:19]=[CH:18][CH:17]=[CH:16][CH:15]=2)(=[O:13])=[O:12])=[CH:4][CH:3]=1.CC[N:34](CC)CC.[NH4+].[Cl-].CN(C(ON1N=NC2C=CC=NC1=2)=[N+](C)C)C.F[P-](F)(F)(F)(F)F. The catalyst is C1COCC1.O. The product is [F:1][C:2]1[CH:10]=[C:9]2[C:5]([C:6]([C:20]3[CH:21]=[N:22][N:23]([C@@H:25]4[CH2:26][C@H:27]([C:29]([NH2:34])=[O:30])[CH2:28]4)[CH:24]=3)=[CH:7][N:8]2[S:11]([C:14]2[CH:15]=[CH:16][CH:17]=[CH:18][CH:19]=2)(=[O:13])=[O:12])=[CH:4][CH:3]=1. The yield is 0.980. (2) The product is [N:3]1[CH:4]=[CH:5][CH:6]=[CH:7][C:2]=1[S:8]([Cl:13])(=[O:12])=[O:9]. The catalyst is O. The reactants are S[C:2]1[CH:7]=[CH:6][CH:5]=[CH:4][N:3]=1.[S:8](=[O:12])(=O)(O)[OH:9].[Cl:13][O-].[Na+]. The yield is 0.770. (3) The reactants are [F:1][C:2]1[CH:3]=[C:4]([C:9](=[O:11])[CH3:10])[CH:5]=[C:6]([F:8])[CH:7]=1.[BH4-].[Na+].N1C(C)=CC=CC=1C.[Si:22](OS(C(F)(F)F)(=O)=O)([CH:29]([CH3:31])[CH3:30])([CH:26]([CH3:28])[CH3:27])[CH:23]([CH3:25])[CH3:24]. The catalyst is C(O)C.C(Cl)Cl. The product is [F:1][C:2]1[CH:3]=[C:4]([CH:9]([O:11][Si:22]([CH:29]([CH3:31])[CH3:30])([CH:26]([CH3:28])[CH3:27])[CH:23]([CH3:25])[CH3:24])[CH3:10])[CH:5]=[C:6]([F:8])[CH:7]=1. The yield is 0.660. (4) The reactants are [CH3:1][C:2]1([CH3:9])[C:6]([CH3:8])([CH3:7])[O:5][BH:4][O:3]1.[CH2:10]([O:12][C:13]#[CH:14])[CH3:11]. The catalyst is ClCCl.[Cl-].C1([Zr+2]C2C=CC=C2)C=CC=C1.[Cl-]. The product is [CH2:13]([O:12]/[CH:10]=[CH:11]/[B:4]1[O:5][C:6]([CH3:8])([CH3:7])[C:2]([CH3:9])([CH3:1])[O:3]1)[CH3:14]. The yield is 0.781. (5) The reactants are [C:1]([C:3]1[CH:8]=[CH:7][C:6]([NH:9][C:10](=[O:18])[CH2:11][CH:12]([CH3:17])[CH2:13][C:14]([OH:16])=[O:15])=[CH:5][CH:4]=1)#[N:2].[C:19](OCC)(=O)C. The catalyst is S(=O)(=O)(O)O.CO. The product is [C:1]([C:3]1[CH:8]=[CH:7][C:6]([NH:9][C:10](=[O:18])[CH2:11][CH:12]([CH3:17])[CH2:13][C:14]([O:16][CH3:19])=[O:15])=[CH:5][CH:4]=1)#[N:2]. The yield is 0.560. (6) The reactants are [C:1]([C:5]1[CH:13]=[CH:12][C:8]([C:9]([OH:11])=[O:10])=[CH:7][CH:6]=1)(=[O:4])[CH2:2][CH3:3].[C:14]([O-])(O)=O.[Na+].IC. The catalyst is CN(C=O)C.[Na+].[Cl-]. The product is [CH3:14][O:10][C:9](=[O:11])[C:8]1[CH:12]=[CH:13][C:5]([C:1](=[O:4])[CH2:2][CH3:3])=[CH:6][CH:7]=1. The yield is 0.770.